From a dataset of Peptide-MHC class I binding affinity with 185,985 pairs from IEDB/IMGT. Regression. Given a peptide amino acid sequence and an MHC pseudo amino acid sequence, predict their binding affinity value. This is MHC class I binding data. (1) The peptide sequence is AVAEAQCKK. The MHC is HLA-A31:01 with pseudo-sequence HLA-A31:01. The binding affinity (normalized) is 0.413. (2) The peptide sequence is KRWIILGLNK. The binding affinity (normalized) is 0.241. The MHC is Mamu-A20102 with pseudo-sequence Mamu-A20102. (3) The peptide sequence is EKVETWALR. The MHC is HLA-A68:01 with pseudo-sequence HLA-A68:01. The binding affinity (normalized) is 0.0721. (4) The peptide sequence is LLGEHGVAF. The MHC is HLA-A03:01 with pseudo-sequence HLA-A03:01. The binding affinity (normalized) is 0.0847. (5) The peptide sequence is FPLKYAAAF. The MHC is Mamu-A2201 with pseudo-sequence Mamu-A2201. The binding affinity (normalized) is 0.627.